Dataset: Reaction yield outcomes from USPTO patents with 853,638 reactions. Task: Predict the reaction yield, written as a fraction of the theoretical maximum amount of product (1.0 means a 100% yield; for example, 0.34 means a 34% yield). (1) The reactants are [CH2:1]([O:8][C:9]1[CH:14]=[CH:13][N:12]=[C:11]([NH:15][NH2:16])[CH:10]=1)[C:2]1[CH:7]=[CH:6][CH:5]=[CH:4][CH:3]=1.[CH3:17]OC(OC)OC.CC1C=CC(S(O)(=O)=O)=CC=1. No catalyst specified. The product is [CH2:1]([O:8][C:9]1[CH:14]=[CH:13][N:12]2[CH:17]=[N:16][N:15]=[C:11]2[CH:10]=1)[C:2]1[CH:3]=[CH:4][CH:5]=[CH:6][CH:7]=1. The yield is 0.630. (2) The reactants are [CH2:1]([C:3]1[C:4]([CH3:26])=[C:5]2[C:9](=[C:10]([O:18][CH2:19][CH2:20][Si:21]([CH3:24])([CH3:23])[CH3:22])[C:11]=1[CH2:12][CH:13]=[C:14]([CH3:17])[CH2:15]O)[C:8](=[O:25])[O:7][CH2:6]2)[CH3:2].C1(P(C2C=CC=CC=2)C2C=CC=CC=2)C=CC=CC=1.C(Br)(Br)(Br)[Br:47]. The catalyst is C(Cl)Cl. The product is [Br:47][CH2:15][C:14]([CH3:17])=[CH:13][CH2:12][C:11]1[C:10]([O:18][CH2:19][CH2:20][Si:21]([CH3:23])([CH3:24])[CH3:22])=[C:9]2[C:5]([CH2:6][O:7][C:8]2=[O:25])=[C:4]([CH3:26])[C:3]=1[CH2:1][CH3:2]. The yield is 0.870. (3) The reactants are [CH3:1][N:2]([CH3:6])[CH2:3][CH2:4][OH:5].[H-].[Na+].[Br:9][C:10]1[CH:11]=[N:12][CH:13]=[C:14](Br)[CH:15]=1.O. The catalyst is CN(C)C=O. The product is [Br:9][C:10]1[CH:15]=[C:14]([O:5][CH2:4][CH2:3][N:2]([CH3:6])[CH3:1])[CH:13]=[N:12][CH:11]=1. The yield is 0.220. (4) The reactants are Br[C:2]1[CH:7]=[CH:6][CH:5]=[C:4]([Br:8])[N:3]=1.C([Li])CCC.CCCCCC.[CH3:20][N:21]1[CH2:26][CH2:25][CH:24]([C:27](N(C)OC)=[O:28])[CH2:23][CH2:22]1.[OH-].[Na+]. The catalyst is ClCCl. The product is [Br:8][C:4]1[CH:5]=[CH:6][CH:7]=[C:2]([C:27]([CH:24]2[CH2:25][CH2:26][N:21]([CH3:20])[CH2:22][CH2:23]2)=[O:28])[N:3]=1. The yield is 0.740. (5) The reactants are [CH3:1][C:2]1[CH:3]=[C:4]([CH:11]=[O:12])[CH:5]=[C:6]2[C:10]=1[NH:9][N:8]=[CH:7]2.CN(C1CCCCC1)C1CCCCC1.[CH3:27][O:28][CH2:29]Cl. The catalyst is O1CCCC1.C(OCC)(=O)C. The product is [CH3:27][O:28][CH2:29][N:8]1[CH:7]=[C:6]2[C:10]([C:2]([CH3:1])=[CH:3][C:4]([CH:11]=[O:12])=[CH:5]2)=[N:9]1. The yield is 0.580. (6) The reactants are [C:1]([O:5][C:6](=[O:33])[NH:7][CH2:8][CH2:9][CH2:10][N:11]([C:25]1[CH:30]=[CH:29][C:28]([Cl:31])=[CH:27][C:26]=1Br)[C:12]([C:14]1[CH:15]=[N:16][N:17]([CH:19]2[CH2:24][CH2:23][CH2:22][CH2:21][O:20]2)[CH:18]=1)=[O:13])([CH3:4])([CH3:3])[CH3:2].CC([O-])=O.[K+]. The catalyst is O.[Cl-].C([N+](CC)(CC)CC)C.CN(C=O)C.CC([O-])=O.CC([O-])=O.[Pd+2]. The product is [C:1]([O:5][C:6](=[O:33])[NH:7][CH2:8][CH2:9][CH2:10][N:11]1[C:25]2[CH:30]=[CH:29][C:28]([Cl:31])=[CH:27][C:26]=2[C:18]2[N:17]([CH:19]3[CH2:24][CH2:23][CH2:22][CH2:21][O:20]3)[N:16]=[CH:15][C:14]=2[C:12]1=[O:13])([CH3:4])([CH3:3])[CH3:2]. The yield is 0.680. (7) The reactants are Cl[C:2]1[CH:7]=[C:6]([N:8]2[CH2:13][CH2:12][N:11]([CH3:14])[CH2:10][CH2:9]2)[C:5]([N+:15]([O-:17])=[O:16])=[CH:4][N:3]=1.[CH3:18][NH2:19].C1COCC1. No catalyst specified. The product is [CH3:18][NH:19][C:2]1[CH:7]=[C:6]([N:8]2[CH2:13][CH2:12][N:11]([CH3:14])[CH2:10][CH2:9]2)[C:5]([N+:15]([O-:17])=[O:16])=[CH:4][N:3]=1. The yield is 0.930. (8) The reactants are [Br:1][C:2]1[C:11]([F:12])=[CH:10][C:5]([C:6](OC)=[O:7])=[C:4]([Cl:13])[CH:3]=1.CO.[BH4-].[Li+].[OH-].[Na+]. The catalyst is O1CCCC1. The product is [Br:1][C:2]1[C:11]([F:12])=[CH:10][C:5]([CH2:6][OH:7])=[C:4]([Cl:13])[CH:3]=1. The yield is 0.990. (9) The reactants are [CH2:1]([N:8]1[CH2:25][CH:24]([CH:26]=[CH2:27])[O:23][C:10]2([CH2:15][CH2:14][N:13](C(OC(C)(C)C)=O)[CH2:12][CH2:11]2)[CH2:9]1)[C:2]1[CH:7]=[CH:6][CH:5]=[CH:4][CH:3]=1.Cl.[CH:29]([O:32][C:33]1[CH:41]=[CH:40][C:36]([C:37]([OH:39])=O)=[CH:35][C:34]=1[CH3:42])([CH3:31])[CH3:30].F[P-](F)(F)(F)(F)F.C[NH2+]C.C(N(CC)CC)C. The catalyst is C(O)C.CN(C=O)C. The product is [CH2:1]([N:8]1[CH2:25][CH:24]([CH:26]=[CH2:27])[O:23][C:10]2([CH2:11][CH2:12][N:13]([C:37]([C:36]3[CH:40]=[CH:41][C:33]([O:32][CH:29]([CH3:30])[CH3:31])=[C:34]([CH3:42])[CH:35]=3)=[O:39])[CH2:14][CH2:15]2)[CH2:9]1)[C:2]1[CH:3]=[CH:4][CH:5]=[CH:6][CH:7]=1. The yield is 0.990. (10) The reactants are C(P1(=O)OP(CCC)(=O)OP(CCC)(=O)O1)CC.C(N(CC)C(C)C)(C)C.[F:28][C:29]([F:39])([F:38])[C@H:30]([NH2:37])[C:31]1[CH:36]=[CH:35][CH:34]=[CH:33][CH:32]=1.[CH3:40][CH:41]([S:43]([C:46]1[CH:47]=[C:48]2[C:53](=[CH:54][CH:55]=1)[N:52]=[C:51]([C:56]1[CH:61]=[CH:60][CH:59]=[C:58]([C:62]([F:65])([F:64])[F:63])[CH:57]=1)[C:50]([CH2:66][N:67]1[CH2:72][CH2:71][C:70](=[O:73])[CH:69]([CH3:74])[CH2:68]1)=[C:49]2[C:75](O)=[O:76])(=[O:45])=[O:44])[CH3:42].CCCP(=O)=O. The catalyst is C(OCC)(=O)C.ClCCl. The product is [CH3:42][CH:41]([S:43]([C:46]1[CH:47]=[C:48]2[C:53](=[CH:54][CH:55]=1)[N:52]=[C:51]([C:56]1[CH:61]=[CH:60][CH:59]=[C:58]([C:62]([F:63])([F:65])[F:64])[CH:57]=1)[C:50]([CH2:66][N:67]1[CH2:72][CH2:71][C:70](=[O:73])[CH:69]([CH3:74])[CH2:68]1)=[C:49]2[C:75]([NH:37][C@H:30]([C:31]1[CH:36]=[CH:35][CH:34]=[CH:33][CH:32]=1)[C:29]([F:38])([F:39])[F:28])=[O:76])(=[O:44])=[O:45])[CH3:40]. The yield is 0.670.